From a dataset of Forward reaction prediction with 1.9M reactions from USPTO patents (1976-2016). Predict the product of the given reaction. (1) The product is: [CH3:1][C:2]1[O:6][CH:5]=[N:4][C:3]=1[C:7]1([NH2:8])[CH2:10][CH2:9]1. Given the reactants [CH3:1][C:2]1[O:6][CH:5]=[N:4][C:3]=1[C:7]#[N:8].[CH2:9]([Mg]Br)[CH3:10].B(F)(F)F.[OH-].[Na+], predict the reaction product. (2) Given the reactants Br[C:2]1[CH2:6][CH2:5][O:4][N:3]=1.COC(=O)[C:10]1[CH:15]=[CH:14][C:13]([OH:16])=[CH:12][CH:11]=1, predict the reaction product. The product is: [O:16]([C:2]1[CH2:6][CH2:5][O:4][N:3]=1)[C:13]1[CH:14]=[CH:15][CH:10]=[CH:11][CH:12]=1.